Task: Regression. Given a peptide amino acid sequence and an MHC pseudo amino acid sequence, predict their binding affinity value. This is MHC class I binding data.. Dataset: Peptide-MHC class I binding affinity with 185,985 pairs from IEDB/IMGT (1) The MHC is HLA-B35:01 with pseudo-sequence HLA-B35:01. The binding affinity (normalized) is 0.356. The peptide sequence is RPRWADARV. (2) The peptide sequence is TFMDGTPEL. The binding affinity (normalized) is 0.0847. The MHC is HLA-A31:01 with pseudo-sequence HLA-A31:01. (3) The peptide sequence is CLRRFIIFL. The MHC is HLA-A68:02 with pseudo-sequence HLA-A68:02. The binding affinity (normalized) is 0.00219. (4) The peptide sequence is REQASYLYV. The MHC is HLA-B07:02 with pseudo-sequence HLA-B07:02. The binding affinity (normalized) is 0.0847. (5) The peptide sequence is AVAVARVAA. The MHC is HLA-B35:01 with pseudo-sequence HLA-B35:01. The binding affinity (normalized) is 0.0847. (6) The peptide sequence is VILFIMFMLI. The MHC is HLA-A11:01 with pseudo-sequence HLA-A11:01. The binding affinity (normalized) is 0.458. (7) The peptide sequence is YFKRELKSF. The MHC is HLA-B18:01 with pseudo-sequence HLA-B18:01. The binding affinity (normalized) is 0.279.